This data is from Merck oncology drug combination screen with 23,052 pairs across 39 cell lines. The task is: Regression. Given two drug SMILES strings and cell line genomic features, predict the synergy score measuring deviation from expected non-interaction effect. (1) Drug 1: O=S1(=O)NC2(CN1CC(F)(F)F)C1CCC2Cc2cc(C=CCN3CCC(C(F)(F)F)CC3)ccc2C1. Drug 2: COc1cccc2c1C(=O)c1c(O)c3c(c(O)c1C2=O)CC(O)(C(=O)CO)CC3OC1CC(N)C(O)C(C)O1. Cell line: A375. Synergy scores: synergy=5.34. (2) Drug 1: COc1cccc2c1C(=O)c1c(O)c3c(c(O)c1C2=O)CC(O)(C(=O)CO)CC3OC1CC(N)C(O)C(C)O1. Drug 2: Cn1cc(-c2cnn3c(N)c(Br)c(C4CCCNC4)nc23)cn1. Cell line: CAOV3. Synergy scores: synergy=10.4.